Predict the reactants needed to synthesize the given product. From a dataset of Full USPTO retrosynthesis dataset with 1.9M reactions from patents (1976-2016). (1) Given the product [CH3:1][O:2][C:3]([C:4]1[C:5]([CH3:9])=[C:6]([OH:8])[C:16]2[C:11](=[CH:12][CH:13]=[C:14]([F:17])[CH:15]=2)[CH:10]=1)=[O:18], predict the reactants needed to synthesize it. The reactants are: [CH3:1][O:2][C:3](=[O:18])[C:4](=[CH:10][C:11]1[CH:16]=[CH:15][C:14]([F:17])=[CH:13][CH:12]=1)[CH:5]([CH3:9])[C:6]([OH:8])=O.COC(C1C=C(O)C2C(=CC=C(F)C=2)C=1)=O. (2) Given the product [C:1]([C:4]1[NH:8][N:7]=[C:6]([C:9]([OH:11])=[O:10])[CH:5]=1)(=[O:3])[CH3:2], predict the reactants needed to synthesize it. The reactants are: [C:1]([C:4]1[NH:8][N:7]=[C:6]([C:9]([O:11]CC)=[O:10])[CH:5]=1)(=[O:3])[CH3:2].[OH-].[Na+]. (3) The reactants are: O=C1C2C(=CC=CC=2)C(=O)[N:3]1[CH2:12][CH2:13][C:14]1[CH:15]=[C:16]2[C:22]3([CH2:27][CH2:26][N:25]([C:28]([O:30][C:31]([CH3:34])([CH3:33])[CH3:32])=[O:29])[CH2:24][CH2:23]3)[CH2:21][N:20]([C:35]3[C:36]4[C@H:43]([CH3:44])[CH2:42][CH2:41][C:37]=4[N:38]=[CH:39][N:40]=3)[C:17]2=[CH:18][CH:19]=1.O.NN. Given the product [NH2:3][CH2:12][CH2:13][C:14]1[CH:15]=[C:16]2[C:22]3([CH2:27][CH2:26][N:25]([C:28]([O:30][C:31]([CH3:34])([CH3:32])[CH3:33])=[O:29])[CH2:24][CH2:23]3)[CH2:21][N:20]([C:35]3[C:36]4[C@H:43]([CH3:44])[CH2:42][CH2:41][C:37]=4[N:38]=[CH:39][N:40]=3)[C:17]2=[CH:18][CH:19]=1, predict the reactants needed to synthesize it. (4) Given the product [F:21][C:18]1[CH:19]=[CH:20][C:15]([C:8]2[N:9]=[C:10]3[N:14]([C:7]=2[C:5]2[CH:4]=[CH:3][N:28]=[C:27]([NH:30][CH:31]4[CH2:36][CH2:35][N:34]([C:37]([O:39][C:40]([CH3:43])([CH3:42])[CH3:41])=[O:38])[CH2:33][CH2:32]4)[N:26]=2)[CH:13]=[CH:12][S:11]3)=[CH:16][C:17]=1[O:22][CH3:23], predict the reactants needed to synthesize it. The reactants are: CN(C)[CH:3]=[CH:4][C:5]([C:7]1[N:14]2[C:10]([S:11][CH:12]=[CH:13]2)=[N:9][C:8]=1[C:15]1[CH:20]=[CH:19][C:18]([F:21])=[C:17]([O:22][CH3:23])[CH:16]=1)=O.Cl.[NH2:26]/[C:27](/[NH:30][CH:31]1[CH2:36][CH2:35][N:34]([C:37]([O:39][C:40]([CH3:43])([CH3:42])[CH3:41])=[O:38])[CH2:33][CH2:32]1)=[N:28]/[H].[O-]CC.[Na+]. (5) Given the product [CH3:31][O:32][C:33](=[O:36])[CH3:34].[CH2:1]([C:3]([C:21]1[S:25][C:24]([C:26]([NH2:35])=[O:27])=[C:23]([CH3:29])[CH:22]=1)([C:6]1[CH:11]=[CH:10][C:9]([CH2:12][CH2:13][CH:14]([OH:19])[C:15]([CH3:18])([CH3:17])[CH3:16])=[C:8]([CH3:20])[CH:7]=1)[CH2:4][CH3:5])[CH3:2], predict the reactants needed to synthesize it. The reactants are: [CH2:1]([C:3]([C:21]1[S:25][C:24]([C:26](O)=[O:27])=[C:23]([CH3:29])[CH:22]=1)([C:6]1[CH:11]=[CH:10][C:9]([CH2:12][CH2:13][CH:14]([OH:19])[C:15]([CH3:18])([CH3:17])[CH3:16])=[C:8]([CH3:20])[CH:7]=1)[CH2:4][CH3:5])[CH3:2].Cl.[CH3:31][O:32][C:33](=[O:36])[CH2:34][NH2:35].CCN=C=NCCCN(C)C.C(N(CC)CC)C. (6) The reactants are: [NH:1]1[C:9]2[C:4](=[CH:5][C:6]([CH:10]3[CH2:13][N:12]([C:14]([O:16][C:17]([CH3:20])([CH3:19])[CH3:18])=[O:15])[CH2:11]3)=[CH:7][CH:8]=2)[CH:3]=[N:2]1.[F:21][C:22]1[CH:27]=[CH:26][C:25]([S:28](Cl)(=[O:30])=[O:29])=[CH:24][C:23]=1[C:32]1[N:33]=[CH:34][O:35][CH:36]=1. Given the product [F:21][C:22]1[CH:27]=[CH:26][C:25]([S:28]([N:1]2[C:9]3[C:4](=[CH:5][C:6]([CH:10]4[CH2:13][N:12]([C:14]([O:16][C:17]([CH3:20])([CH3:19])[CH3:18])=[O:15])[CH2:11]4)=[CH:7][CH:8]=3)[CH:3]=[N:2]2)(=[O:30])=[O:29])=[CH:24][C:23]=1[C:32]1[N:33]=[CH:34][O:35][CH:36]=1, predict the reactants needed to synthesize it. (7) Given the product [CH3:1][O:2][C:3](=[O:30])[C:4]1[CH:9]=[C:8]([C:10](=[O:26])[C:11]2[CH:16]=[CH:15][C:14]([N:17]([C:19]3[CH:24]=[CH:23][C:22]([Cl:25])=[CH:21][CH:20]=3)[CH3:18])=[CH:13][N:12]=2)[CH:7]=[CH:6][C:5]=1[N:27]1[C:31]([C:33]2[CH:38]=[CH:37][CH:36]=[CH:35][CH:34]=2)=[CH:32][N:29]=[N:28]1, predict the reactants needed to synthesize it. The reactants are: [CH3:1][O:2][C:3](=[O:30])[C:4]1[CH:9]=[C:8]([C:10](=[O:26])[C:11]2[CH:16]=[CH:15][C:14]([N:17]([C:19]3[CH:24]=[CH:23][C:22]([Cl:25])=[CH:21][CH:20]=3)[CH3:18])=[CH:13][N:12]=2)[CH:7]=[CH:6][C:5]=1[N:27]=[N+:28]=[N-:29].[C:31]([C:33]1[CH:38]=[CH:37][CH:36]=[CH:35][CH:34]=1)#[CH:32].